Task: Predict the product of the given reaction.. Dataset: Forward reaction prediction with 1.9M reactions from USPTO patents (1976-2016) (1) Given the reactants C(OC([NH:8][C@@H:9]([C:11]1[C:12](F)=[C:13]([C:17]2[CH:25]=[C:24]3[C:20]([CH:21]=[N:22][NH:23]3)=[C:19]([CH2:26][O:27][C:28]3[CH:33]=[CH:32][CH:31]=[CH:30][C:29]=3[CH2:34][C:35]([O:37]C(C)(C)C)=[O:36])[CH:18]=2)[CH:14]=[CH:15][CH:16]=1)[CH3:10])=O)(C)(C)C.C(O)(C(F)(F)F)=O.C(Cl)Cl, predict the reaction product. The product is: [NH2:8][C@@H:9]([C:11]1[CH:12]=[C:13]([C:17]2[CH:25]=[C:24]3[C:20]([CH:21]=[N:22][NH:23]3)=[C:19]([CH2:26][O:27][C:28]3[CH:33]=[CH:32][CH:31]=[CH:30][C:29]=3[CH2:34][C:35]([OH:37])=[O:36])[CH:18]=2)[CH:14]=[CH:15][CH:16]=1)[CH3:10]. (2) Given the reactants [N:1]1[CH:6]=[C:5]([C@H:7]2[CH2:12][CH2:11][CH2:10][N:8]2[CH3:9])[CH:4]=[CH:3][CH:2]=1.[H-].[Na+], predict the reaction product. The product is: [CH3:9][N:8]1[CH:7]([C:5]2[CH:4]=[CH:3][CH:2]=[N:1][CH:6]=2)[CH2:12][CH2:11][CH2:10]1. (3) Given the reactants [CH3:1][C:2]1[CH:7]=[CH:6][CH:5]=[C:4]([CH3:8])[C:3]=1[C:9]1[N:14]=[C:13]([CH:15]=[O:16])[C:12]([F:17])=[CH:11][CH:10]=1.[BH4-].[Na+], predict the reaction product. The product is: [CH3:1][C:2]1[CH:7]=[CH:6][CH:5]=[C:4]([CH3:8])[C:3]=1[C:9]1[N:14]=[C:13]([CH2:15][OH:16])[C:12]([F:17])=[CH:11][CH:10]=1. (4) Given the reactants [C:1](OCC)(=[O:6])[CH2:2][C:3]([CH3:5])=O.[Cl:10][C:11]1[CH:12]=[C:13]([NH:17][C:18]2[CH2:22][C:21](=[O:23])[N:20]([C:24]3[CH:29]=[CH:28][CH:27]=[CH:26][CH:25]=3)[N:19]=2)[CH:14]=[CH:15][CH:16]=1, predict the reaction product. The product is: [Cl:10][C:11]1[CH:12]=[C:13]([N:17]2[C:1](=[O:6])[CH:2]=[C:3]([CH3:5])[C:22]3[C:21](=[O:23])[N:20]([C:24]4[CH:25]=[CH:26][CH:27]=[CH:28][CH:29]=4)[NH:19][C:18]2=3)[CH:14]=[CH:15][CH:16]=1. (5) Given the reactants CN(C(ON1N=NC2[CH:12]=[CH:13][CH:14]=[N:15][C:10]1=2)=[N+](C)C)C.F[P-](F)(F)(F)(F)F.C(N(CC)CC)C.Cl.[C:33]([CH2:36][C@@H:37]1[N:43]=[C:42]([C:44]2[CH:49]=[CH:48][C:47]([Cl:50])=[CH:46][CH:45]=2)[C:41]2[C:51]([CH3:55])=[C:52]([CH3:54])[S:53][C:40]=2[N:39]2[C:56]([CH3:59])=[NH+:57][N:58]=[C:38]12)(O)=[O:34].O.CN([CH:64]=[O:65])C, predict the reaction product. The product is: [Cl:50][C:47]1[CH:48]=[CH:49][C:44]([C:42]2[C:41]3[C:51]([CH3:55])=[C:52]([CH3:54])[S:53][C:40]=3[N:39]3[C:56]([CH3:59])=[N:57][N:58]=[C:38]3[C@H:37]([CH2:36][C:33]([N:15]3[CH2:14][C:13]4([CH2:12][O:65][CH2:64]4)[CH2:10]3)=[O:34])[N:43]=2)=[CH:45][CH:46]=1. (6) Given the reactants Cl[C:2]1[N:7]=[C:6]([NH:8][C:9]2[S:10][C:11]([C:14]([O:16][CH3:17])=[O:15])=[CH:12][N:13]=2)[C:5]([Cl:18])=[CH:4][N:3]=1.[F:19][C:20]1[CH:25]=[CH:24][C:23]([C@@H:26]([NH2:28])[CH3:27])=[CH:22][CH:21]=1, predict the reaction product. The product is: [Cl:18][C:5]1[C:6]([NH:8][C:9]2[S:10][C:11]([C:14]([O:16][CH3:17])=[O:15])=[CH:12][N:13]=2)=[N:7][C:2]([NH:28][C@H:26]([C:23]2[CH:24]=[CH:25][C:20]([F:19])=[CH:21][CH:22]=2)[CH3:27])=[N:3][CH:4]=1. (7) Given the reactants [CH2:1]([C:3]1[NH:7][C:6]([C:8]([NH:10][C@H:11]2[CH2:16][CH2:15][N:14]([C:17]3[CH:18]=[C:19]([CH:27]=[CH:28][CH:29]=3)[C:20]([O:22]C(C)(C)C)=[O:21])[CH2:13][C@H:12]2[O:30][CH2:31][CH3:32])=[O:9])=[N:5][C:4]=1[C:33]([F:36])([F:35])[F:34])[CH3:2].FC(F)(F)C(O)=O, predict the reaction product. The product is: [CH2:1]([C:3]1[NH:7][C:6]([C:8]([NH:10][C@H:11]2[CH2:16][CH2:15][N:14]([C:17]3[CH:18]=[C:19]([CH:27]=[CH:28][CH:29]=3)[C:20]([OH:22])=[O:21])[CH2:13][C@H:12]2[O:30][CH2:31][CH3:32])=[O:9])=[N:5][C:4]=1[C:33]([F:35])([F:36])[F:34])[CH3:2]. (8) The product is: [CH2:1]([S:3]([C:4]1[C:5]([C:10]2[N:22]([CH3:23])[C:13]3=[N:14][CH:15]=[C:16]([C:18]([F:21])([F:19])[F:20])[CH:17]=[C:12]3[N:11]=2)=[N:6][CH:7]=[CH:8][CH:9]=1)=[O:32])[CH3:2]. Given the reactants [CH2:1]([S:3][C:4]1[C:5]([C:10]2[N:22]([CH3:23])[C:13]3=[N:14][CH:15]=[C:16]([C:18]([F:21])([F:20])[F:19])[CH:17]=[C:12]3[N:11]=2)=[N:6][CH:7]=[CH:8][CH:9]=1)[CH3:2].ClC1C=CC=C(C(OO)=[O:32])C=1.C(=O)(O)[O-].[Na+], predict the reaction product. (9) Given the reactants Cl.Cl.Cl.[O:4]1[C:12]2[CH:11]=[CH:10][N:9]=[C:8]([N:13]3[CH2:18][CH2:17][N:16]([CH2:19][CH2:20][C@H:21]4[CH2:26][CH2:25][C@H:24]([NH2:27])[CH2:23][CH2:22]4)[CH2:15][CH2:14]3)[C:7]=2[CH2:6][CH2:5]1.[N:28]1[C:37]2[C:32](=[CH:33][CH:34]=[CH:35][CH:36]=2)[C:31]([C:38](O)=[O:39])=[CH:30][CH:29]=1, predict the reaction product. The product is: [O:4]1[C:12]2[CH:11]=[CH:10][N:9]=[C:8]([N:13]3[CH2:18][CH2:17][N:16]([CH2:19][CH2:20][C@H:21]4[CH2:26][CH2:25][C@H:24]([NH:27][C:38]([C:31]5[C:32]6[C:37](=[CH:36][CH:35]=[CH:34][CH:33]=6)[N:28]=[CH:29][CH:30]=5)=[O:39])[CH2:23][CH2:22]4)[CH2:15][CH2:14]3)[C:7]=2[CH2:6][CH2:5]1. (10) Given the reactants [Br:1][C:2]1[N:7]2[N:8]=[C:9]([CH2:12][O:13][CH3:14])[C:10]([NH2:11])=[C:6]2[CH:5]=[CH:4][CH:3]=1.ClCCl.[C:18](O[C:18]([O:20][C:21]([CH3:24])([CH3:23])[CH3:22])=[O:19])([O:20][C:21]([CH3:24])([CH3:23])[CH3:22])=[O:19].O, predict the reaction product. The product is: [Br:1][C:2]1[N:7]2[N:8]=[C:9]([CH2:12][O:13][CH3:14])[C:10]([NH:11][C:18](=[O:19])[O:20][C:21]([CH3:24])([CH3:23])[CH3:22])=[C:6]2[CH:5]=[CH:4][CH:3]=1.